Dataset: Forward reaction prediction with 1.9M reactions from USPTO patents (1976-2016). Task: Predict the product of the given reaction. (1) Given the reactants [S:1]1[CH2:6][CH2:5][CH:4]([C:7]2[C:12]([F:13])=[CH:11][C:10]([N:14]3[CH2:18][C@@H:17]([CH2:19]CO)[O:16][C:15]3=[O:22])=[CH:9][C:8]=2[F:23])[CH2:3][CH2:2]1.C1(P(C2C=CC=CC=2)C2C=CC=CC=2)C=CC=CC=1.[CH3:43][C:44]1[NH:48][N:47]=[N:46][N:45]=1.CC(OC(/N=N/C(OC(C)C)=O)=O)C, predict the reaction product. The product is: [S:1]1[CH2:6][CH2:5][CH:4]([C:7]2[C:12]([F:13])=[CH:11][C:10]([N:14]3[CH2:18][C@H:17]([CH2:19][N:46]4[N:47]=[N:48][C:44]([CH3:43])=[N:45]4)[O:16][C:15]3=[O:22])=[CH:9][C:8]=2[F:23])[CH2:3][CH2:2]1. (2) The product is: [Cl-:47].[C:22]([C:25]1[CH:26]=[C:27]([CH:31]=[CH:32][CH:33]=1)[C:28]([NH:1][C:2]1[CH:3]=[CH:4][C:5]([NH:8][C:9]2[C:18]3[C:13](=[CH:14][CH:15]=[C:16]([N:19]([CH3:21])[CH3:20])[CH:17]=3)[NH+:12]=[CH:11][CH:10]=2)=[CH:6][CH:7]=1)=[O:29])(=[O:24])[CH3:23]. Given the reactants [NH2:1][C:2]1[CH:7]=[CH:6][C:5]([NH:8][C:9]2[C:18]3[C:13](=[CH:14][CH:15]=[C:16]([N:19]([CH3:21])[CH3:20])[CH:17]=3)[N:12]=[CH:11][CH:10]=2)=[CH:4][CH:3]=1.[C:22]([C:25]1[CH:26]=[C:27]([CH:31]=[CH:32][CH:33]=1)[C:28](O)=[O:29])(=[O:24])[CH3:23].CCN=C=NCCCN(C)C.Cl.C(Cl)[Cl:47].CO, predict the reaction product.